Dataset: Forward reaction prediction with 1.9M reactions from USPTO patents (1976-2016). Task: Predict the product of the given reaction. (1) Given the reactants [CH3:1][C:2]1[N:3]=[C:4]([C:8]2[C:9]([CH:15]=[O:16])=[N:10][C:11]([CH3:14])=[CH:12][CH:13]=2)[O:5][C:6]=1[CH3:7].Cl([O-])=[O:18].[Na+].CO.O, predict the reaction product. The product is: [CH3:1][C:2]1[N:3]=[C:4]([C:8]2[C:9]([C:15]([OH:18])=[O:16])=[N:10][C:11]([CH3:14])=[CH:12][CH:13]=2)[O:5][C:6]=1[CH3:7]. (2) Given the reactants CN(C=O)C.[C:6]([C:8]1([NH:11][C:12](=[O:40])[C@H:13]([CH2:35][C:36]([F:39])([CH3:38])[CH3:37])[NH:14][C@@H:15]([C:20]2[CH:25]=[CH:24][C:23](B3OC(C)(C)C(C)(C)O3)=[CH:22][CH:21]=2)[C:16]([F:19])([F:18])[F:17])[CH2:10][CH2:9]1)#[N:7].Br[C:42]1[CH:47]=[CH:46][C:45]([CH:48]([OH:53])[C:49]([F:52])([F:51])[F:50])=[CH:44][CH:43]=1.C(=O)(O)[O-].[Na+], predict the reaction product. The product is: [C:6]([C:8]1([NH:11][C:12](=[O:40])[C@H:13]([CH2:35][C:36]([F:39])([CH3:37])[CH3:38])[NH:14][C@@H:15]([C:20]2[CH:21]=[CH:22][C:23]([C:42]3[CH:47]=[CH:46][C:45]([CH:48]([OH:53])[C:49]([F:51])([F:52])[F:50])=[CH:44][CH:43]=3)=[CH:24][CH:25]=2)[C:16]([F:19])([F:18])[F:17])[CH2:9][CH2:10]1)#[N:7]. (3) Given the reactants C(OC(=O)[NH:10][CH2:11][CH2:12][C:13]([NH:15][CH2:16][C@@H:17]([NH:29][C:30]([O:32][C:33]([CH3:36])([CH3:35])[CH3:34])=[O:31])[CH2:18][CH2:19][CH2:20][NH:21][C:22]([O:24][C:25]([CH3:28])([CH3:27])[CH3:26])=[O:23])=[O:14])C1C=CC=CC=1, predict the reaction product. The product is: [C:25]([O:24][C:22](=[O:23])[NH:21][CH2:20][CH2:19][CH2:18][C@H:17]([NH:29][C:30]([O:32][C:33]([CH3:36])([CH3:35])[CH3:34])=[O:31])[CH2:16][NH:15][C:13](=[O:14])[CH2:12][CH2:11][NH2:10])([CH3:27])([CH3:28])[CH3:26]. (4) Given the reactants [F:1][C:2]1[CH:7]=[CH:6][C:5]([CH2:8][CH2:9][NH:10][C:11]2[S:12][CH:13]=[C:14]([CH:16]([CH3:18])[CH3:17])[N:15]=2)=[CH:4][CH:3]=1.[H-].[Na+].Br[CH2:22][C:23]1[CH:32]=[CH:31][C:26]([C:27](OC)=[O:28])=[CH:25][CH:24]=1.Cl.[H-].[Al+3].[Li+].[H-].[H-].[H-].O.O.O.O.O.O.O.O.O.O.[O-]S([O-])(=O)=O.[Na+].[Na+], predict the reaction product. The product is: [F:1][C:2]1[CH:7]=[CH:6][C:5]([CH2:8][CH2:9][N:10]([CH2:22][C:23]2[CH:32]=[CH:31][C:26]([CH2:27][OH:28])=[CH:25][CH:24]=2)[C:11]2[S:12][CH:13]=[C:14]([CH:16]([CH3:18])[CH3:17])[N:15]=2)=[CH:4][CH:3]=1. (5) Given the reactants [Cl-].O[NH3+:3].[C:4](=[O:7])([O-])[OH:5].[Na+].CS(C)=O.[CH2:13]([C:17]1[N:18]([CH2:36][C:37]2[CH:42]=[CH:41][C:40]([C:43]3[C:44]([C:49]#[N:50])=[CH:45][CH:46]=[CH:47][CH:48]=3)=[CH:39][CH:38]=2)[C:19](=[O:35])[C:20]([C:26]2[CH:31]=[CH:30][C:29]([O:32][CH2:33][CH3:34])=[CH:28][CH:27]=2)=[C:21]([CH:23]2[CH2:25][CH2:24]2)[N:22]=1)[CH2:14][CH2:15][CH3:16], predict the reaction product. The product is: [CH2:13]([C:17]1[N:18]([CH2:36][C:37]2[CH:38]=[CH:39][C:40]([C:43]3[CH:48]=[CH:47][CH:46]=[CH:45][C:44]=3[C:49]3[NH:3][C:4](=[O:7])[O:5][N:50]=3)=[CH:41][CH:42]=2)[C:19](=[O:35])[C:20]([C:26]2[CH:31]=[CH:30][C:29]([O:32][CH2:33][CH3:34])=[CH:28][CH:27]=2)=[C:21]([CH:23]2[CH2:24][CH2:25]2)[N:22]=1)[CH2:14][CH2:15][CH3:16].